Predict the reactants needed to synthesize the given product. From a dataset of Full USPTO retrosynthesis dataset with 1.9M reactions from patents (1976-2016). (1) Given the product [F:19][C:20]([F:25])([F:24])[C:21]([OH:23])=[O:22].[NH:8]1[CH2:12][CH:11]=[C:10]([C:13]2[S:14][CH:15]=[CH:16][N:17]=2)[CH2:9]1, predict the reactants needed to synthesize it. The reactants are: C(OC([N:8]1[CH2:12][CH2:11][C:10](O)([C:13]2[S:14][CH:15]=[CH:16][N:17]=2)[CH2:9]1)=O)(C)(C)C.[F:19][C:20]([F:25])([F:24])[C:21]([OH:23])=[O:22].[Al]. (2) Given the product [Br:22][C:23]1[CH:30]=[C:29]([N:3]2[C:11]3[C:6](=[C:7]([C:12]4[CH:13]=[N:14][C:15]5[C:20]([CH:21]=4)=[CH:19][CH:18]=[CH:17][CH:16]=5)[CH:8]=[CH:9][CH:10]=3)[CH:5]=[N:4]2)[CH:28]=[CH:27][C:24]=1[C:25]#[N:26], predict the reactants needed to synthesize it. The reactants are: [H-].[Na+].[NH:3]1[C:11]2[C:6](=[C:7]([C:12]3[CH:13]=[N:14][C:15]4[C:20]([CH:21]=3)=[CH:19][CH:18]=[CH:17][CH:16]=4)[CH:8]=[CH:9][CH:10]=2)[CH:5]=[N:4]1.[Br:22][C:23]1[CH:30]=[C:29](F)[CH:28]=[CH:27][C:24]=1[C:25]#[N:26]. (3) The reactants are: [Cl:1][C:2]1[CH:3]=[C:4]([NH2:19])[CH:5]=[N:6][C:7]=1[O:8][C:9]1[CH:10]=[N:11][C:12]2[C:17]([CH:18]=1)=[CH:16][CH:15]=[CH:14][CH:13]=2.[Cl:20][C:21]1[CH:26]=[C:25]([Cl:27])[CH:24]=[CH:23][C:22]=1[S:28](Cl)(=[O:30])=[O:29].C(N([CH2:37][CH3:38])CC)C. Given the product [Cl:20][C:21]1[CH:26]=[C:25]([Cl:27])[CH:24]=[CH:23][C:22]=1[S:28]([N:19]([S:28]([C:38]1[CH:37]=[CH:22][C:21]([Cl:20])=[CH:26][C:25]=1[Cl:27])(=[O:30])=[O:29])[C:4]1[CH:5]=[N:6][C:7]([O:8][C:9]2[CH:10]=[N:11][C:12]3[C:17]([CH:18]=2)=[CH:16][CH:15]=[CH:14][CH:13]=3)=[C:2]([Cl:1])[CH:3]=1)(=[O:30])=[O:29], predict the reactants needed to synthesize it. (4) Given the product [C:28]([C:24]1[CH:23]=[C:22]([NH:21][C:19]([CH:15]2[CH2:14][CH2:13][C:12]3[C:17](=[CH:18][C:9]([O:8][C:6]4[CH:5]=[CH:4][N:3]=[C:2]([NH:1][C:37]([NH:36][CH2:35][CH2:34][CH2:33][Cl:32])=[O:38])[CH:7]=4)=[CH:10][CH:11]=3)[CH2:16]2)=[O:20])[CH:27]=[CH:26][CH:25]=1)([CH3:31])([CH3:30])[CH3:29], predict the reactants needed to synthesize it. The reactants are: [NH2:1][C:2]1[CH:7]=[C:6]([O:8][C:9]2[CH:18]=[C:17]3[C:12]([CH2:13][CH2:14][CH:15]([C:19]([NH:21][C:22]4[CH:27]=[CH:26][CH:25]=[C:24]([C:28]([CH3:31])([CH3:30])[CH3:29])[CH:23]=4)=[O:20])[CH2:16]3)=[CH:11][CH:10]=2)[CH:5]=[CH:4][N:3]=1.[Cl:32][CH2:33][CH2:34][CH2:35][N:36]=[C:37]=[O:38].ClC(C)CN=C=O. (5) Given the product [CH2:16]([O:10][C:3]1[CH:4]=[C:5]([CH:8]=[CH:9][C:2]=1[CH3:1])[C:6]#[N:7])[CH3:17], predict the reactants needed to synthesize it. The reactants are: [CH3:1][C:2]1[CH:9]=[CH:8][C:5]([C:6]#[N:7])=[CH:4][C:3]=1[OH:10].[H-].[Na+].O=O.I[CH2:16][CH3:17].